From a dataset of Full USPTO retrosynthesis dataset with 1.9M reactions from patents (1976-2016). Predict the reactants needed to synthesize the given product. (1) Given the product [CH:1]1([NH:7][C:8]2[CH:13]=[C:12]([C:14]3[N:15]=[C:16]([N:24]4[CH2:29][CH2:28][N:27]([CH2:30][CH:31]([CH3:34])[CH3:32])[CH2:26][CH2:25]4)[C:17]4[C:22]([CH:23]=3)=[CH:21][N:20]=[CH:19][CH:18]=4)[CH:11]=[CH:10][N:9]=2)[CH2:6][CH2:5][CH2:4][CH2:3][CH2:2]1, predict the reactants needed to synthesize it. The reactants are: [CH:1]1([NH:7][C:8]2[CH:13]=[C:12]([C:14]3[N:15]=[C:16]([N:24]4[CH2:29][CH2:28][NH:27][CH2:26][CH2:25]4)[C:17]4[C:22]([CH:23]=3)=[CH:21][N:20]=[CH:19][CH:18]=4)[CH:11]=[CH:10][N:9]=2)[CH2:6][CH2:5][CH2:4][CH2:3][CH2:2]1.[CH3:30][CH:31]([CH3:34])[CH:32]=O. (2) Given the product [ClH:33].[ClH:33].[O:1]([C:8]1[CH:9]=[C:10]([CH:30]=[CH:31][CH:32]=1)[CH2:11][N:12]1[CH2:13][CH2:14][C:15]2([CH2:20][CH2:19][NH:18][CH2:17][CH2:16]2)[CH2:28][CH2:29]1)[C:2]1[CH:7]=[CH:6][CH:5]=[CH:4][CH:3]=1, predict the reactants needed to synthesize it. The reactants are: [O:1]([C:8]1[CH:9]=[C:10]([CH:30]=[CH:31][CH:32]=1)[CH2:11][N:12]1[CH2:29][CH2:28][C:15]2([CH2:20][CH2:19][N:18](C(OC(C)(C)C)=O)[CH2:17][CH2:16]2)[CH2:14][CH2:13]1)[C:2]1[CH:7]=[CH:6][CH:5]=[CH:4][CH:3]=1.[ClH:33].